From a dataset of NCI-60 drug combinations with 297,098 pairs across 59 cell lines. Regression. Given two drug SMILES strings and cell line genomic features, predict the synergy score measuring deviation from expected non-interaction effect. (1) Drug 1: CN1CCC(CC1)COC2=C(C=C3C(=C2)N=CN=C3NC4=C(C=C(C=C4)Br)F)OC. Drug 2: CS(=O)(=O)OCCCCOS(=O)(=O)C. Cell line: OVCAR-5. Synergy scores: CSS=26.2, Synergy_ZIP=-5.11, Synergy_Bliss=1.64, Synergy_Loewe=-7.54, Synergy_HSA=2.16. (2) Drug 1: C1=NC2=C(N=C(N=C2N1C3C(C(C(O3)CO)O)O)F)N. Drug 2: C1CN(CCN1C(=O)CCBr)C(=O)CCBr. Cell line: K-562. Synergy scores: CSS=29.4, Synergy_ZIP=-8.84, Synergy_Bliss=-2.96, Synergy_Loewe=-3.25, Synergy_HSA=-1.31.